From a dataset of Forward reaction prediction with 1.9M reactions from USPTO patents (1976-2016). Predict the product of the given reaction. (1) Given the reactants [NH:1]1[C:9]2[C:4](=[CH:5][CH:6]=[CH:7][CH:8]=2)[CH:3]=[CH:2]1.Cl[C:11]1[CH:16]=[CH:15][C:14]([CH3:17])=[CH:13][CH:12]=1.[O-]P([O-])([O-])=O.[K+].[K+].[K+].[C@@H]1(N)CCCC[C@H]1N, predict the reaction product. The product is: [CH3:17][C:14]1[CH:15]=[CH:16][C:11]([N:1]2[C:9]3[C:4](=[CH:5][CH:6]=[CH:7][CH:8]=3)[CH:3]=[CH:2]2)=[CH:12][CH:13]=1. (2) Given the reactants [Si:1]([O:8][CH2:9][C:10]1[N:11]([CH3:28])[C:12]2[C:17]([CH:18]=1)=[CH:16][C:15]([CH:19]([OH:24])[CH2:20][CH2:21][CH:22]=[CH2:23])=[C:14]([C:25]([CH3:27])=[CH2:26])[CH:13]=2)([C:4]([CH3:7])([CH3:6])[CH3:5])([CH3:3])[CH3:2].C[N+]1([O-])CCOCC1, predict the reaction product. The product is: [Si:1]([O:8][CH2:9][C:10]1[N:11]([CH3:28])[C:12]2[C:17]([CH:18]=1)=[CH:16][C:15]([C:19](=[O:24])[CH2:20][CH2:21][CH:22]=[CH2:23])=[C:14]([C:25]([CH3:27])=[CH2:26])[CH:13]=2)([C:4]([CH3:7])([CH3:6])[CH3:5])([CH3:3])[CH3:2].